From a dataset of Full USPTO retrosynthesis dataset with 1.9M reactions from patents (1976-2016). Predict the reactants needed to synthesize the given product. (1) Given the product [Cl:19][C:16]1[CH:17]=[CH:18][C:13]([C:6]2[S:7][C:3]([CH:1]=[O:2])=[C:4]([CH3:11])[CH:5]=2)=[N:14][CH:15]=1, predict the reactants needed to synthesize it. The reactants are: [CH:1]([C:3]1[S:7][C:6](B(O)O)=[CH:5][C:4]=1[CH3:11])=[O:2].Br[C:13]1[CH:18]=[CH:17][C:16]([Cl:19])=[CH:15][N:14]=1.C([O-])([O-])=O.[Na+].[Na+]. (2) Given the product [F:1][C:2]1[CH:19]=[C:18]([F:20])[CH:17]=[CH:16][C:3]=1[NH:4][C:5]1[C:6]([C:13]([NH:33][CH2:34][CH2:35][CH2:36][OH:37])=[O:15])=[CH:7][N:8]([CH3:12])[C:9](=[O:11])[CH:10]=1, predict the reactants needed to synthesize it. The reactants are: [F:1][C:2]1[CH:19]=[C:18]([F:20])[CH:17]=[CH:16][C:3]=1[NH:4][C:5]1[C:6]([C:13]([OH:15])=O)=[CH:7][N:8]([CH3:12])[C:9](=[O:11])[CH:10]=1.C1N=CN(C(N2C=NC=C2)=O)C=1.[NH2:33][CH2:34][CH2:35][CH2:36][OH:37]. (3) The reactants are: [CH3:1][C:2]1[C:7](B2OC(C)(C)C(C)(C)O2)=[CH:6][CH:5]=[CH:4][C:3]=1[NH:17][C:18](=[O:29])[C:19]1[CH:24]=[CH:23][CH:22]=[C:21]([C:25]([F:28])([F:27])[F:26])[CH:20]=1.Br[C:31]1[CH:32]=[C:33]2[C:38](=[CH:39][CH:40]=1)[N:37]=[C:36]([NH2:41])[N:35]=[CH:34]2.C(=O)([O-])[O-].[K+].[K+].CN(C=O)C. Given the product [NH2:41][C:36]1[N:35]=[CH:34][C:33]2[C:38](=[CH:39][CH:40]=[C:31]([C:7]3[C:2]([CH3:1])=[C:3]([NH:17][C:18](=[O:29])[C:19]4[CH:24]=[CH:23][CH:22]=[C:21]([C:25]([F:27])([F:26])[F:28])[CH:20]=4)[CH:4]=[CH:5][CH:6]=3)[CH:32]=2)[N:37]=1, predict the reactants needed to synthesize it. (4) Given the product [C:2]([C:4]1([CH3:8])[CH2:7][N:6]([C:26](=[O:28])[C@H:22]([NH:21][C:19]([C:57]2[C:55]3[C:54](=[N:53][CH:52]=[C:51]([C:49]4[CH:48]=[N:47][N:46]([CH3:45])[CH:50]=4)[N:56]=3)[NH:59][CH:58]=2)=[O:20])[CH:23]2[CH2:24][CH2:25]2)[CH2:5]1)#[N:3], predict the reactants needed to synthesize it. The reactants are: Cl.[C:2]([C:4]1([CH3:8])[CH2:7][NH:6][CH2:5]1)#[N:3].N1CCCC1.CC(O[C:19]([NH:21][C@@H:22]([C:26]([OH:28])=O)[CH:23]1[CH2:25][CH2:24]1)=[O:20])(C)C.C(N[C@@H](C(O)=O)C(C)(C)C)(OC(C)(C)C)=O.[CH3:45][N:46]1[CH:50]=[C:49]([C:51]2[N:56]=[C:55]3[C:57](C(O)=O)=[CH:58][N:59](COCC[Si](C)(C)C)[C:54]3=[N:53][CH:52]=2)[CH:48]=[N:47]1.C1(C2N=C3C(C(O)=O)=CN(COCC[Si](C)(C)C)C3=NC=2)CC1.FC(F)(F)CO. (5) Given the product [Br:13][CH2:14][C:15]([NH:7][C:6]1[CH:8]=[C:2]([Cl:1])[C:3]([O:11][CH3:12])=[CH:4][C:5]=1[O:9][CH3:10])=[O:16], predict the reactants needed to synthesize it. The reactants are: [Cl:1][C:2]1[C:3]([O:11][CH3:12])=[CH:4][C:5]([O:9][CH3:10])=[C:6]([CH:8]=1)[NH2:7].[Br:13][CH2:14][C:15](Br)=[O:16]. (6) Given the product [NH2:1][C@H:2]([C:7]([O-:9])=[O:8])[CH2:3][C:4]([O-:6])=[O:5].[NH2:12][C@H:13]([C:18]([OH:20])=[O:19])[CH2:14][C:15](=[O:17])[NH2:16], predict the reactants needed to synthesize it. The reactants are: [NH2:1][C@H:2]([C:7]([O-:9])=[O:8])[CH2:3][C:4]([O-:6])=[O:5].[NH4+].[NH4+].[NH2:12][C@H:13]([C:18]([OH:20])=[O:19])[CH2:14][C:15](=[O:17])[NH2:16].[OH-].[NH4+]. (7) Given the product [F:1][C:2]1[CH:7]=[C:6]([N:8]2[CH:13]=[CH:12][CH:11]=[CH:10][C:9]2=[O:14])[CH:5]=[CH:4][C:3]=1[NH:15][C:16]([C@@H:18]1[CH2:22][C@H:21]([NH:23][C:24]([C:26]2[S:27][C:28]([Cl:31])=[CH:29][CH:30]=2)=[O:25])[C:20](=[O:32])[CH2:19]1)=[O:17], predict the reactants needed to synthesize it. The reactants are: [F:1][C:2]1[CH:7]=[C:6]([N:8]2[CH:13]=[CH:12][CH:11]=[CH:10][C:9]2=[O:14])[CH:5]=[CH:4][C:3]=1[NH:15][C:16]([C@@H:18]1[CH2:22][C@H:21]([NH:23][C:24]([C:26]2[S:27][C:28]([Cl:31])=[CH:29][CH:30]=2)=[O:25])[C@@H:20]([OH:32])[CH2:19]1)=[O:17].C(N(CC)CC)C. (8) Given the product [N:22]([CH:11]1[CH2:10][C:9](=[O:14])[CH:8]=[C:7]([C:6]2[N:2]([CH3:1])[N:3]=[CH:4][C:5]=2[N+:15]([O-:17])=[O:16])[CH2:13][CH2:12]1)=[N+:23]=[N-:24], predict the reactants needed to synthesize it. The reactants are: [CH3:1][N:2]1[C:6]([C:7]2=[CH:8][C:9](=[O:14])[CH:10]=[CH:11][CH2:12][CH2:13]2)=[C:5]([N+:15]([O-:17])=[O:16])[CH:4]=[N:3]1.C[Si]([N:22]=[N+:23]=[N-:24])(C)C. (9) Given the product [CH3:17][N:13]([CH:10]1[CH2:11][CH2:12][NH:8][CH2:9]1)[C:14](=[O:16])[CH3:15], predict the reactants needed to synthesize it. The reactants are: C(OC([N:8]1[CH2:12][CH2:11][CH:10]([N:13]([CH3:17])[C:14](=[O:16])[CH3:15])[CH2:9]1)=O)(C)(C)C.Cl.CO. (10) Given the product [Cl:1][C:2]1[CH:7]=[CH:6][N:5]=[C:4]2[CH:8]=[C:9]([S:17][CH3:16])[S:10][C:3]=12, predict the reactants needed to synthesize it. The reactants are: [Cl:1][C:2]1[CH:7]=[CH:6][N:5]=[C:4]2[CH:8]=[CH:9][S:10][C:3]=12.[Li]CCCC.[CH3:16][S:17]SC.